Dataset: Forward reaction prediction with 1.9M reactions from USPTO patents (1976-2016). Task: Predict the product of the given reaction. (1) Given the reactants [N:1]1([CH2:7][CH2:8][NH:9][CH2:10][C:11]2[CH:16]=[CH:15][CH:14]=[C:13]([O:17][C:18]3[CH:23]=[CH:22][CH:21]=[C:20]([C:24]([F:27])([F:26])[F:25])[CH:19]=3)[CH:12]=2)[CH2:6][CH2:5][CH2:4][CH2:3][CH2:2]1.[CH:28]1([N:34]=[C:35]=[O:36])[CH2:33][CH2:32][CH2:31][CH2:30][CH2:29]1, predict the reaction product. The product is: [CH:28]1([NH:34][C:35](=[O:36])[N:9]([CH2:8][CH2:7][N:1]2[CH2:6][CH2:5][CH2:4][CH2:3][CH2:2]2)[CH2:10][C:11]2[CH:16]=[CH:15][CH:14]=[C:13]([O:17][C:18]3[CH:23]=[CH:22][CH:21]=[C:20]([C:24]([F:25])([F:26])[F:27])[CH:19]=3)[CH:12]=2)[CH2:33][CH2:32][CH2:31][CH2:30][CH2:29]1. (2) Given the reactants Br[C:2]1[CH:7]=[CH:6][N:5]([CH2:8][C:9]([OH:12])([CH3:11])[CH3:10])[C:4](=[O:13])[CH:3]=1.[B:14]1([B:14]2[O:18][C:17]([CH3:20])([CH3:19])[C:16]([CH3:22])([CH3:21])[O:15]2)[O:18][C:17]([CH3:20])([CH3:19])[C:16]([CH3:22])([CH3:21])[O:15]1.CC([O-])=O.[K+], predict the reaction product. The product is: [OH:12][C:9]([CH3:11])([CH3:10])[CH2:8][N:5]1[CH:6]=[CH:7][C:2]([B:14]2[O:18][C:17]([CH3:20])([CH3:19])[C:16]([CH3:22])([CH3:21])[O:15]2)=[CH:3][C:4]1=[O:13]. (3) Given the reactants [Cl-].[Na+].O.O.Br[C:6]1[CH:7]=[CH:8][C:9]([OH:20])=[C:10]([C:12]([C:14]2[CH:19]=[CH:18][CH:17]=[CH:16][CH:15]=2)=O)[CH:11]=1.C(C1C=C(C2C=CC(CCC#N)=CC=2CC(C)C)C=CC=1C1C=CC(OCC#N)=C(CC2C=CC=CC=2)C=1)[C:22]1[CH:27]=[CH:26][CH:25]=[CH:24][CH:23]=1.C(C1C=C([C:86]2[CH:91]=[CH:90][C:89](CCC#N)=[CH:88][C:87]=2CC(C)C)C=CC=1OS(C(F)(F)F)(=O)=O)C1C=CC=CC=1.C(C1C=[C:105](O)[CH:106]=[CH:107][C:108]=1N=O)(C)C.COC1C=CC=[CH:119][C:115]=1[C:116]([OH:118])=[O:117].C(C1C=C(C2C=CC(CCC#N)=CC=2[CH2:148][CH:149]([CH3:151])[CH3:150])C=CC=1OC)C1C=CC=CC=1.C(COC1C=CC(C2C=CC(C3C=CC(CCC#N)=CC=3CC(C)C)=CC=2CC2C3C(=CC=CC=3)C=CC=2)=CC=1[CH2:193][CH:194]([CH3:196])[CH3:195])#N.C(C1C=C(C2C=CC(CCC(O)=O)=CC=2CC(C)C)C=CC=1C1C=CC(O[CH2:217][C:218]([OH:220])=[O:219])=C(CC(C)C)C=1)C1C=CC=CC=1.IC1C=CC(O)=CC=1, predict the reaction product. The product is: [C:218]([CH2:217][O:20][C:9]1[CH:8]=[CH:7][C:6]([C:86]2[CH:87]=[CH:88][C:89]([C:27]3[CH:26]=[CH:25][C:24]([CH2:119][CH2:115][C:116]([OH:118])=[O:117])=[CH:23][C:22]=3[CH2:196][CH:194]([CH3:193])[CH3:195])=[CH:90][CH:91]=2)=[C:11]([CH2:151][CH:149]([CH3:148])[CH3:150])[C:10]=1[CH2:12][C:14]1[C:19]2[C:18](=[CH:108][CH:107]=[CH:106][CH:105]=2)[CH:17]=[CH:16][CH:15]=1)([OH:220])=[O:219]. (4) Given the reactants [C:1]([O:5][C:6]([N:8]1[CH2:13][CH2:12][CH:11]([N:14]2[CH:18]=[C:17]([C:19]([OH:21])=O)[NH:16][C:15]2=[O:22])[CH2:10][CH2:9]1)=[O:7])([CH3:4])([CH3:3])[CH3:2].Cl.C[N:25](C)CCCN=C=NCC.O.N1(O)C2C=CC=CC=2N=N1.C(N(CC)C(C)C)(C)C.N.C(=O)(O)[O-].[Na+], predict the reaction product. The product is: [NH2:25][C:19]([C:17]1[NH:16][C:15](=[O:22])[N:14]([CH:11]2[CH2:12][CH2:13][N:8]([C:6]([O:5][C:1]([CH3:3])([CH3:2])[CH3:4])=[O:7])[CH2:9][CH2:10]2)[CH:18]=1)=[O:21]. (5) Given the reactants Cl[C:2]1[C:7]([Cl:8])=[C:6]([C:9]2[CH:14]=[CH:13][C:12]([CH3:15])=[CH:11][CH:10]=2)[CH:5]=[CH:4][N:3]=1.[NH2:16][NH2:17], predict the reaction product. The product is: [Cl:8][C:7]1[C:2]([NH:16][NH2:17])=[N:3][CH:4]=[CH:5][C:6]=1[C:9]1[CH:14]=[CH:13][C:12]([CH3:15])=[CH:11][CH:10]=1. (6) Given the reactants C[O:2][C:3]([C:5]1[S:9][C:8]([N:10]2[C:14]3[CH:15]=[C:16]([O:21][CH3:22])[C:17]([O:19][CH3:20])=[CH:18][C:13]=3[N:12]=[CH:11]2)=[N:7][C:6]=1Br)=[O:4].[Cl:24][C:25]1[CH:26]=[C:27](B(O)O)[CH:28]=[CH:29][C:30]=1[C:31]([F:34])([F:33])[F:32], predict the reaction product. The product is: [Cl:24][C:25]1[CH:26]=[C:27]([C:6]2[N:7]=[C:8]([N:10]3[C:14]4[CH:15]=[C:16]([O:21][CH3:22])[C:17]([O:19][CH3:20])=[CH:18][C:13]=4[N:12]=[CH:11]3)[S:9][C:5]=2[C:3]([OH:2])=[O:4])[CH:28]=[CH:29][C:30]=1[C:31]([F:32])([F:33])[F:34].